From a dataset of NCI-60 drug combinations with 297,098 pairs across 59 cell lines. Regression. Given two drug SMILES strings and cell line genomic features, predict the synergy score measuring deviation from expected non-interaction effect. (1) Drug 1: C1=CC(=CC=C1CCC2=CNC3=C2C(=O)NC(=N3)N)C(=O)NC(CCC(=O)O)C(=O)O. Drug 2: C1C(C(OC1N2C=NC3=C2NC=NCC3O)CO)O. Cell line: HOP-92. Synergy scores: CSS=15.2, Synergy_ZIP=-3.29, Synergy_Bliss=-1.24, Synergy_Loewe=-6.81, Synergy_HSA=0.0253. (2) Drug 1: CC1=C(C=C(C=C1)NC2=NC=CC(=N2)N(C)C3=CC4=NN(C(=C4C=C3)C)C)S(=O)(=O)N.Cl. Drug 2: COC1=CC(=CC(=C1O)OC)C2C3C(COC3=O)C(C4=CC5=C(C=C24)OCO5)OC6C(C(C7C(O6)COC(O7)C8=CC=CS8)O)O. Cell line: HL-60(TB). Synergy scores: CSS=-1.93, Synergy_ZIP=-10.2, Synergy_Bliss=-30.3, Synergy_Loewe=-75.5, Synergy_HSA=-40.1. (3) Drug 1: C1=CC(=CC=C1CC(C(=O)O)N)N(CCCl)CCCl.Cl. Drug 2: N.N.Cl[Pt+2]Cl. Cell line: HCT116. Synergy scores: CSS=4.83, Synergy_ZIP=-0.948, Synergy_Bliss=-2.40, Synergy_Loewe=-12.1, Synergy_HSA=-4.59.